From a dataset of Reaction yield outcomes from USPTO patents with 853,638 reactions. Predict the reaction yield, written as a fraction of the theoretical maximum amount of product (1.0 means a 100% yield; for example, 0.34 means a 34% yield). (1) The reactants are [C:1]([C:3]1[CH:8]=[CH:7][C:6]([OH:9])=[CH:5][CH:4]=1)#[N:2].C(=O)([O-])[O-].[K+].[K+].Br.[N:17]1[CH:22]=[CH:21][CH:20]=[CH:19][C:18]=1[CH2:23]Br. The catalyst is CN(C)C=O.[Cl-].[Na+].O. The product is [N:17]1[CH:22]=[CH:21][CH:20]=[CH:19][C:18]=1[CH2:23][O:9][C:6]1[CH:7]=[CH:8][C:3]([C:1]#[N:2])=[CH:4][CH:5]=1. The yield is 0.530. (2) The reactants are [Cl:1][C:2]1[CH:3]=[C:4]([NH:16][C:17]2[C:26]3[C:21](=[CH:22][CH:23]=[CH:24][C:25]=3[O:27][CH2:28][CH2:29][NH:30][CH:31]3[CH2:36][CH2:35][N:34]([CH3:37])[CH2:33][CH2:32]3)[N:20]=[CH:19][N:18]=2)[CH:5]=[CH:6][C:7]=1[O:8][CH2:9][C:10]1[CH:15]=[CH:14][CH:13]=[CH:12][N:11]=1.[C:38](Cl)(=[O:40])[CH3:39]. No catalyst specified. The product is [Cl:1][C:2]1[CH:3]=[C:4]([NH:16][C:17]2[C:26]3[C:21](=[CH:22][CH:23]=[CH:24][C:25]=3[O:27][CH2:28][CH2:29][N:30]([CH:31]3[CH2:36][CH2:35][N:34]([CH3:37])[CH2:33][CH2:32]3)[C:38](=[O:40])[CH3:39])[N:20]=[CH:19][N:18]=2)[CH:5]=[CH:6][C:7]=1[O:8][CH2:9][C:10]1[CH:15]=[CH:14][CH:13]=[CH:12][N:11]=1. The yield is 0.410. (3) The reactants are [OH:1][C:2]1[CH:7]=[CH:6][C:5]([CH2:8][CH:9]=[O:10])=[CH:4][CH:3]=1.O[C:12]1C=CC(CCCO)=CC=1.C1C=CN=CC=1.O=S(=O)=O. The catalyst is CS(C)=O.C(Cl)Cl. The product is [OH:1][C:2]1[CH:7]=[CH:6][C:5]([CH:8]([CH3:12])[CH:9]=[O:10])=[CH:4][CH:3]=1. The yield is 0.750. (4) The reactants are [F:1][C:2]([F:9])([CH3:8])[C:3](=O)[CH2:4][C:5]#[N:6].Cl.[C:11]1([NH:17][NH2:18])[CH:16]=[CH:15][CH:14]=[CH:13][CH:12]=1. The catalyst is C(O)C. The product is [F:1][C:2]([C:3]1[CH:4]=[C:5]([NH2:6])[N:17]([C:11]2[CH:16]=[CH:15][CH:14]=[CH:13][CH:12]=2)[N:18]=1)([F:9])[CH3:8]. The yield is 0.310.